From a dataset of Catalyst prediction with 721,799 reactions and 888 catalyst types from USPTO. Predict which catalyst facilitates the given reaction. The catalyst class is: 23. Product: [O:9]1[CH:13]=[CH:12][CH:11]=[C:10]1[C:14]1[CH:30]=[C:17]2[N:18]=[C:19]([NH:23][CH2:24][CH:25]3[CH2:29][CH2:28][CH2:27][N:26]3[CH2:2][C:3]3[CH:7]=[C:6]([CH3:8])[O:5][N:4]=3)[N:20]=[C:21]([NH2:22])[N:16]2[N:15]=1. Reactant: Cl[CH2:2][C:3]1[CH:7]=[C:6]([CH3:8])[O:5][N:4]=1.[O:9]1[CH:13]=[CH:12][CH:11]=[C:10]1[C:14]1[CH:30]=[C:17]2[N:18]=[C:19]([NH:23][CH2:24][CH:25]3[CH2:29][CH2:28][CH2:27][NH:26]3)[N:20]=[C:21]([NH2:22])[N:16]2[N:15]=1.CCN(CC)CC.